From a dataset of Catalyst prediction with 721,799 reactions and 888 catalyst types from USPTO. Predict which catalyst facilitates the given reaction. (1) Reactant: [C:1]([O:5][C:6](=[O:20])[CH2:7][C@:8]1([CH2:16][N+:17]([O-])=O)[CH2:14][C@H:13]2[C@@H:9]1[CH:10]=[C:11]([CH3:15])[CH2:12]2)([CH3:4])([CH3:3])[CH3:2].O.NN.[C:24](O[C:24]([O:26][C:27]([CH3:30])([CH3:29])[CH3:28])=[O:25])([O:26][C:27]([CH3:30])([CH3:29])[CH3:28])=[O:25]. Product: [C:1]([O:5][C:6](=[O:20])[CH2:7][C@:8]1([CH2:16][NH:17][C:24]([O:26][C:27]([CH3:30])([CH3:29])[CH3:28])=[O:25])[CH2:14][C@H:13]2[C@@H:9]1[CH:10]=[C:11]([CH3:15])[CH2:12]2)([CH3:4])([CH3:3])[CH3:2]. The catalyst class is: 171. (2) Reactant: [C:1]([O:4][CH2:5][C:6]1[C:7]([N:21]2[N:30]=[CH:29][C:28]3[C:23](=[C:24]([F:35])[CH:25]=[C:26]([C:31]([CH3:34])([CH3:33])[CH3:32])[CH:27]=3)[C:22]2=[O:36])=[N:8][CH:9]=[CH:10][C:11]=1[C:12]1[CH:17]=[C:16](Br)[C:15](=[O:19])[N:14]([CH3:20])[CH:13]=1)(=[O:3])[CH3:2].[N:37]1[N:38]2[CH2:45][CH2:44][CH2:43][C:39]2=[CH:40][C:41]=1[NH2:42].C(=O)([O-])[O-].[Cs+].[Cs+].CC1(C)C2C(=C(P(C3C=CC=CC=3)C3C=CC=CC=3)C=CC=2)OC2C(P(C3C=CC=CC=3)C3C=CC=CC=3)=CC=CC1=2. Product: [C:1]([O:4][CH2:5][C:6]1[C:7]([N:21]2[N:30]=[CH:29][C:28]3[C:23](=[C:24]([F:35])[CH:25]=[C:26]([C:31]([CH3:34])([CH3:33])[CH3:32])[CH:27]=3)[C:22]2=[O:36])=[N:8][CH:9]=[CH:10][C:11]=1[C:12]1[CH:17]=[C:16]([NH:42][C:41]2[CH:40]=[C:39]3[CH2:43][CH2:44][CH2:45][N:38]3[N:37]=2)[C:15](=[O:19])[N:14]([CH3:20])[CH:13]=1)(=[O:3])[CH3:2]. The catalyst class is: 102.